Dataset: Reaction yield outcomes from USPTO patents with 853,638 reactions. Task: Predict the reaction yield, written as a fraction of the theoretical maximum amount of product (1.0 means a 100% yield; for example, 0.34 means a 34% yield). The reactants are [CH3:1][N:2]1[C:6]2[CH:7]=[C:8]([O:21][C:22]3[CH:27]=[CH:26][CH:25]=[C:24]([O:28][CH2:29][C:30]4([CH3:33])[CH2:32][O:31]4)[CH:23]=3)[C:9]([NH:11][S:12]([C:15]3[N:16]=[CH:17][N:18]([CH3:20])[CH:19]=3)(=[O:14])=[O:13])=[CH:10][C:5]=2[N:4]([CH3:34])[C:3]1=[O:35].CCC(C)[BH-](C(C)CC)C(C)CC.[Li+]. The catalyst is C1COCC1. The product is [OH:31][C:30]([CH3:33])([CH3:32])[CH2:29][O:28][C:24]1[CH:23]=[C:22]([CH:27]=[CH:26][CH:25]=1)[O:21][C:8]1[C:9]([NH:11][S:12]([C:15]2[N:16]=[CH:17][N:18]([CH3:20])[CH:19]=2)(=[O:14])=[O:13])=[CH:10][C:5]2[N:4]([CH3:34])[C:3](=[O:35])[N:2]([CH3:1])[C:6]=2[CH:7]=1. The yield is 0.170.